Predict the reaction yield, written as a fraction of the theoretical maximum amount of product (1.0 means a 100% yield; for example, 0.34 means a 34% yield). From a dataset of Reaction yield outcomes from USPTO patents with 853,638 reactions. (1) The reactants are Cl[CH2:2][C:3]1[CH:8]=[CH:7][CH:6]=[CH:5][C:4]=1[CH2:9][C:10]([OH:12])=[O:11].[NH:13]1[CH2:18][CH2:17][O:16][CH2:15][CH2:14]1. The catalyst is C1COCC1.C(OCC)(=O)C. The product is [O:16]1[CH2:17][CH2:18][N:13]([CH2:2][C:3]2[CH:8]=[CH:7][CH:6]=[CH:5][C:4]=2[CH2:9][C:10]([OH:12])=[O:11])[CH2:14][CH2:15]1. The yield is 0.870. (2) The reactants are [Cl:1][C:2]1[CH:7]=[CH:6][C:5]([NH:8][S:9]([C:12]([F:15])([F:14])[F:13])(=[O:11])=[O:10])=[C:4]([C:16](=O)[CH2:17][CH3:18])[CH:3]=1.Cl.[F:21][C:22]1[CH:27]=[CH:26][C:25]([O:28][NH2:29])=[CH:24][CH:23]=1.CC([O-])=O.[Na+]. The catalyst is CCO. The product is [Cl:1][C:2]1[CH:7]=[CH:6][C:5]([NH:8][S:9]([C:12]([F:15])([F:14])[F:13])(=[O:11])=[O:10])=[C:4]([C:16](=[N:29][O:28][C:25]2[CH:26]=[CH:27][C:22]([F:21])=[CH:23][CH:24]=2)[CH2:17][CH3:18])[CH:3]=1. The yield is 0.810. (3) The yield is 0.650. The product is [CH:1]1([S:4]([NH:7][C:20](=[O:21])[O:19][C:16]([CH3:18])([CH3:17])[CH3:15])(=[O:6])=[O:5])[CH2:3][CH2:2]1. The catalyst is C(Cl)Cl.CN(C1C=CN=CC=1)C.O. The reactants are [CH:1]1([S:4]([NH2:7])(=[O:6])=[O:5])[CH2:3][CH2:2]1.C(N(CC)CC)C.[CH3:15][C:16]([O:19][C:20](O[C:20]([O:19][C:16]([CH3:18])([CH3:17])[CH3:15])=[O:21])=[O:21])([CH3:18])[CH3:17].